From a dataset of Forward reaction prediction with 1.9M reactions from USPTO patents (1976-2016). Predict the product of the given reaction. (1) Given the reactants [C:1]([C:3]1[C:4]([O:13][CH2:14][CH2:15][OH:16])=[N:5][NH:6][C:7]=1[N:8]=[CH:9][N:10](C)C)#[N:2].[CH3:17][C:18]1[CH:19]=[C:20]([CH:22]=[CH:23][C:24]=1[O:25][C:26]1[CH:27]=[N:28][C:29]([CH3:32])=[CH:30][CH:31]=1)N, predict the reaction product. The product is: [CH3:17][C:18]1[CH:19]=[C:20]([NH:2][C:1]2[N:10]=[CH:9][N:8]=[C:7]3[NH:6][N:5]=[C:4]([O:13][CH2:14][CH2:15][OH:16])[C:3]=23)[CH:22]=[CH:23][C:24]=1[O:25][C:26]1[CH:27]=[N:28][C:29]([CH3:32])=[CH:30][CH:31]=1. (2) Given the reactants N1C=CN=C1.C1(P(C2C=CC=CC=2)C2C=CC=CC=2)C=CC=CC=1.[Br:25]Br.[CH2:27]([C@@:31]1([CH2:54][CH3:55])[NH:37][C@H:36]([C:38]2[CH:43]=[CH:42][CH:41]=[CH:40][CH:39]=2)[C:35]2[CH:44]=[C:45]([O:50][CH3:51])[C:46]([CH2:48]O)=[CH:47][C:34]=2[S:33](=[O:53])(=[O:52])[CH2:32]1)[CH2:28][CH2:29][CH3:30].[O-]S([O-])=O.[Na+].[Na+], predict the reaction product. The product is: [Br:25][CH2:48][C:46]1[C:45]([O:50][CH3:51])=[CH:44][C:35]2[C@@H:36]([C:38]3[CH:43]=[CH:42][CH:41]=[CH:40][CH:39]=3)[NH:37][C@@:31]([CH2:27][CH2:28][CH2:29][CH3:30])([CH2:54][CH3:55])[CH2:32][S:33](=[O:52])(=[O:53])[C:34]=2[CH:47]=1. (3) Given the reactants [CH2:1]([O:8][C@H:9]1[C@H:15]([O:16][CH2:17][C:18]2[CH:23]=[CH:22][CH:21]=[CH:20][CH:19]=2)[C@@H:14]([O:24][CH2:25][C:26]2[CH:31]=[CH:30][CH:29]=[CH:28][CH:27]=2)[C@:13]2([C:33]3[CH:38]=[CH:37][C:36]([Cl:39])=[C:35]([CH2:40][C:41]4[CH:46]=[CH:45][C:44]([O:47][CH2:48][CH3:49])=[CH:43][CH:42]=4)[CH:34]=3)[O:32][C@:10]1([CH:50]1[CH2:52][O:51]1)[CH2:11][O:12]2)[C:2]1[CH:7]=[CH:6][CH:5]=[CH:4][CH:3]=1.[OH-].[NH4+:54], predict the reaction product. The product is: [NH2:54][CH2:52][CH:50]([C@:10]12[O:32][C@:13]([C:33]3[CH:38]=[CH:37][C:36]([Cl:39])=[C:35]([CH2:40][C:41]4[CH:46]=[CH:45][C:44]([O:47][CH2:48][CH3:49])=[CH:43][CH:42]=4)[CH:34]=3)([O:12][CH2:11]1)[C@H:14]([O:24][CH2:25][C:26]1[CH:27]=[CH:28][CH:29]=[CH:30][CH:31]=1)[C@@H:15]([O:16][CH2:17][C:18]1[CH:23]=[CH:22][CH:21]=[CH:20][CH:19]=1)[C@@H:9]2[O:8][CH2:1][C:2]1[CH:3]=[CH:4][CH:5]=[CH:6][CH:7]=1)[OH:51]. (4) Given the reactants [CH2:1]([N:8]([CH3:12])[CH2:9][CH2:10][OH:11])[C:2]1[CH:7]=[CH:6][CH:5]=[CH:4][CH:3]=1.C(N(CC)CC)C.[C:20](OC(=O)C)(=[O:22])[CH3:21].C(Cl)Cl, predict the reaction product. The product is: [C:20]([O:11][CH2:10][CH2:9][N:8]([CH2:1][C:2]1[CH:7]=[CH:6][CH:5]=[CH:4][CH:3]=1)[CH3:12])(=[O:22])[CH3:21]. (5) Given the reactants [C:1]([O-:20])(=[O:19])[CH2:2][CH2:3][CH2:4][CH2:5][CH2:6][CH2:7]CCCCCCCCCCC.[Al+3].[C:22]([O-:41])(=[O:40])CCCCCCCCCCCCCCCCC.C([O-])(=O)CCCCCCCCCCCCCCCCC.C, predict the reaction product. The product is: [C:22]([OH:41])(=[O:40])[C:6]1[CH:5]=[CH:4][CH:3]=[C:2]([C:1]([OH:20])=[O:19])[CH:7]=1. (6) Given the reactants Cl[C:2]1[CH:7]=[C:6]([C:8]([F:11])([F:10])[F:9])[N:5]=[C:4]([C:12]2[CH:13]=[N:14][CH:15]=[CH:16][CH:17]=2)[N:3]=1.[NH2:18][C:19]1[CH:20]=[C:21]([C:25]2[CH:30]=[CH:29][N:28]=[C:27]([CH3:31])[N:26]=2)[CH:22]=[CH:23][CH:24]=1, predict the reaction product. The product is: [CH3:31][C:27]1[N:26]=[C:25]([C:21]2[CH:20]=[C:19]([CH:24]=[CH:23][CH:22]=2)[NH:18][C:2]2[CH:7]=[C:6]([C:8]([F:11])([F:10])[F:9])[N:5]=[C:4]([C:12]3[CH:13]=[N:14][CH:15]=[CH:16][CH:17]=3)[N:3]=2)[CH:30]=[CH:29][N:28]=1. (7) Given the reactants [Cl:1][C:2]1[CH:3]=[C:4]([CH:28]=[CH:29][CH:30]=1)[CH2:5][O:6][C@:7]12[C@@H:20]3[N:21]([CH3:24])[CH2:22][CH2:23][C@:12]41[C:13]1[C:14]([O:26][C@H:11]4[C:10](=[O:27])[CH2:9][CH2:8]2)=[C:15]([OH:25])[CH:16]=[CH:17][C:18]=1[CH2:19]3.C([O-])([O-])=O.[K+].[K+].[CH2:37](Br)[C:38]#[CH:39], predict the reaction product. The product is: [ClH:1].[Cl:1][C:2]1[CH:3]=[C:4]([CH:28]=[CH:29][CH:30]=1)[CH2:5][O:6][C@:7]12[C@@H:20]3[N:21]([CH3:24])[CH2:22][CH2:23][C@:12]41[C:13]1[C:14]([O:26][C@H:11]4[C:10](=[O:27])[CH2:9][CH2:8]2)=[C:15]([O:25][CH2:39][C:38]#[CH:37])[CH:16]=[CH:17][C:18]=1[CH2:19]3.